Regression. Given two drug SMILES strings and cell line genomic features, predict the synergy score measuring deviation from expected non-interaction effect. From a dataset of NCI-60 drug combinations with 297,098 pairs across 59 cell lines. Drug 1: CN(C(=O)NC(C=O)C(C(C(CO)O)O)O)N=O. Drug 2: C1CNP(=O)(OC1)N(CCCl)CCCl. Cell line: CAKI-1. Synergy scores: CSS=-0.816, Synergy_ZIP=2.03, Synergy_Bliss=3.17, Synergy_Loewe=1.69, Synergy_HSA=1.17.